From a dataset of Full USPTO retrosynthesis dataset with 1.9M reactions from patents (1976-2016). Predict the reactants needed to synthesize the given product. (1) Given the product [CH3:17][C:12]1[C:11]([C:8]2[CH:9]=[C:10]3[C:5](=[CH:6][CH:7]=2)[NH:4][C:3](=[O:18])[C:2]3([N:37]2[CH2:36][CH2:35][N:34]([C:40]([O:42][C:43]([CH3:46])([CH3:45])[CH3:44])=[O:41])[CH2:39][CH2:38]2)[C:19]2[CH:20]=[CH:21][CH:22]=[CH:23][CH:24]=2)=[C:15]([CH3:16])[O:14][N:13]=1, predict the reactants needed to synthesize it. The reactants are: Cl[C:2]1([C:19]2[CH:24]=[CH:23][CH:22]=[CH:21][CH:20]=2)[C:10]2[C:5](=[CH:6][CH:7]=[C:8]([C:11]3[C:12]([CH3:17])=[N:13][O:14][C:15]=3[CH3:16])[CH:9]=2)[NH:4][C:3]1=[O:18].CCN(C(C)C)C(C)C.[N:34]1([C:40]([O:42][C:43]([CH3:46])([CH3:45])[CH3:44])=[O:41])[CH2:39][CH2:38][NH:37][CH2:36][CH2:35]1. (2) Given the product [Cl:30][C:31]1[CH:32]=[CH:33][C:34]([O:5][CH:6]2[CH2:11][CH2:10][N:9]([C:12]([O:14][C:15]([CH3:18])([CH3:17])[CH3:16])=[O:13])[CH2:8][CH2:7]2)=[N:35][CH:36]=1, predict the reactants needed to synthesize it. The reactants are: CS([O:5][CH:6]1[CH2:11][CH2:10][N:9]([C:12]([O:14][C:15]([CH3:18])([CH3:17])[CH3:16])=[O:13])[CH2:8][CH2:7]1)(=O)=O.C(=O)([O-])[O-].[K+].[K+].CN(C)C=O.[Cl:30][C:31]1[CH:32]=[CH:33][C:34](O)=[N:35][CH:36]=1. (3) Given the product [CH2:3]([C:5]1[CH:10]=[CH:9][CH:8]=[C:7]([CH2:11][CH3:12])[C:6]=1[C:13]1[CH:22]=[C:21]([CH3:23])[C:20]2[CH2:19][N:18]([C:29]3[N:25]([CH3:24])[N:26]=[N:27][N:28]=3)[CH2:17][CH2:16][C:15]=2[N:14]=1)[CH3:4], predict the reactants needed to synthesize it. The reactants are: Cl.Cl.[CH2:3]([C:5]1[CH:10]=[CH:9][CH:8]=[C:7]([CH2:11][CH3:12])[C:6]=1[C:13]1[CH:22]=[C:21]([CH3:23])[C:20]2[CH2:19][NH:18][CH2:17][CH2:16][C:15]=2[N:14]=1)[CH3:4].[CH3:24][N:25]1[C:29](S(C)(=O)=O)=[N:28][N:27]=[N:26]1. (4) Given the product [F:40][C:41]1[CH:42]=[C:43]([NH:49][C:2]2[N:7]=[CH:6][C:5]([C@H:8]([N:10]3[CH2:15][CH2:14][N:13]([C:16]([O:18][C:19]([CH3:21])([CH3:20])[CH3:22])=[O:17])[CH2:12][C@@H:11]3[CH3:23])[CH3:9])=[CH:4][C:3]=2[C:24]2[N:32]=[C:31]([CH3:33])[N:30]=[C:29]3[C:25]=2[N:26]=[CH:27][N:28]3[CH:34]2[CH2:39][CH2:38][CH2:37][CH2:36][O:35]2)[CH:44]=[N:45][C:46]=1[O:47][CH3:48], predict the reactants needed to synthesize it. The reactants are: F[C:2]1[N:7]=[CH:6][C:5]([C@H:8]([N:10]2[CH2:15][CH2:14][N:13]([C:16]([O:18][C:19]([CH3:22])([CH3:21])[CH3:20])=[O:17])[CH2:12][C@@H:11]2[CH3:23])[CH3:9])=[CH:4][C:3]=1[C:24]1[N:32]=[C:31]([CH3:33])[N:30]=[C:29]2[C:25]=1[N:26]=[CH:27][N:28]2[CH:34]1[CH2:39][CH2:38][CH2:37][CH2:36][O:35]1.[F:40][C:41]1[CH:42]=[C:43]([NH2:49])[CH:44]=[N:45][C:46]=1[O:47][CH3:48].C[Si]([N-][Si](C)(C)C)(C)C.[Li+]. (5) Given the product [C:46]([O:50][C:51]([NH:53][C@H:54]([CH2:59][C:60]1[CH:65]=[C:64]([F:66])[C:63]([F:67])=[CH:62][C:61]=1[F:68])[CH2:55][C:56]([N:11]1[CH2:10][CH2:9][N:8]2[C:4]([C:3]([F:13])([F:2])[F:14])=[N:5][N:6]=[C:7]2[CH2:12]1)=[O:57])=[O:52])([CH3:49])([CH3:47])[CH3:48], predict the reactants needed to synthesize it. The reactants are: Cl.[F:2][C:3]([F:14])([F:13])[C:4]1[N:8]2[CH2:9][CH2:10][NH:11][CH2:12][C:7]2=[N:6][N:5]=1.C(N(C(C)C)CC)(C)C.ON1C2C=CC=CC=2N=N1.CCN=C=NCCCN(C)C.Cl.[C:46]([O:50][C:51]([NH:53][C@H:54]([CH2:59][C:60]1[CH:65]=[C:64]([F:66])[C:63]([F:67])=[CH:62][C:61]=1[F:68])[CH2:55][C:56](O)=[O:57])=[O:52])([CH3:49])([CH3:48])[CH3:47].C([O-])([O-])=O.[Na+].[Na+]. (6) Given the product [CH2:15]([O:14][C:13](=[O:17])[NH:12][C:10]1[N:1]=[C:2]2[CH:7]=[C:6]([C:20]3[CH:19]=[N:18][CH:23]=[CH:22][CH:21]=3)[CH:5]=[CH:4][N:3]2[CH:9]=1)[CH3:16], predict the reactants needed to synthesize it. The reactants are: [NH2:1][C:2]1[CH:7]=[CH:6][CH:5]=[CH:4][N:3]=1.Cl[CH2:9][C:10]([NH:12][C:13](=[O:17])[O:14][CH2:15][CH3:16])=O.[N:18]1[C:23](C)=[CH:22][CH:21]=[CH:20][C:19]=1C.